From a dataset of Reaction yield outcomes from USPTO patents with 853,638 reactions. Predict the reaction yield, written as a fraction of the theoretical maximum amount of product (1.0 means a 100% yield; for example, 0.34 means a 34% yield). The reactants are [Cl:1][C:2]1[CH:3]=[C:4]([NH:10][C:11](=[O:13])[CH3:12])[CH:5]=[CH:6][C:7]=1[O:8][CH3:9].[N+:14]([O-])([OH:16])=[O:15]. The catalyst is S(=O)(=O)(O)O. The product is [Cl:1][C:2]1[C:7]([O:8][CH3:9])=[CH:6][C:5]([N+:14]([O-:16])=[O:15])=[C:4]([NH:10][C:11](=[O:13])[CH3:12])[CH:3]=1. The yield is 0.240.